Dataset: Reaction yield outcomes from USPTO patents with 853,638 reactions. Task: Predict the reaction yield, written as a fraction of the theoretical maximum amount of product (1.0 means a 100% yield; for example, 0.34 means a 34% yield). (1) The reactants are [N:1]1([C:7]2[C:8]3[N:16]=[C:15]([C:17]4[CH:18]=[N:19][CH:20]=[CH:21][CH:22]=4)[S:14][C:9]=3[N:10]=[C:11]([NH2:13])[N:12]=2)[CH2:6][CH2:5][NH:4][CH2:3][CH2:2]1.[Cl:23][C:24]1[CH:36]=[CH:35][C:27]([O:28][C:29]([CH3:34])([CH3:33])[C:30](O)=[O:31])=[CH:26][CH:25]=1. No catalyst specified. The product is [NH2:13][C:11]1[N:12]=[C:7]([N:1]2[CH2:6][CH2:5][N:4]([C:30](=[O:31])[C:29]([O:28][C:27]3[CH:35]=[CH:36][C:24]([Cl:23])=[CH:25][CH:26]=3)([CH3:34])[CH3:33])[CH2:3][CH2:2]2)[C:8]2[N:16]=[C:15]([C:17]3[CH:18]=[N:19][CH:20]=[CH:21][CH:22]=3)[S:14][C:9]=2[N:10]=1. The yield is 0.450. (2) The reactants are [F:1][C:2]1[CH:10]=[CH:9][CH:8]=[C:7]2[C:3]=1[CH:4]=[C:5]([C:11]1[C:16](=[O:17])[N:15]([CH3:18])[N:14]=[C:13]([C:19]3[C:20]([N:39]([CH3:44])[S:40]([CH3:43])(=[O:42])=[O:41])=[CH:21][C:22]4[O:26][C:25]([C:27]5[CH:32]=[CH:31][C:30]([F:33])=[CH:29][CH:28]=5)=[C:24]([C:34]([NH:36][CH3:37])=[O:35])[C:23]=4[CH:38]=3)[CH:12]=1)[NH:6]2.CI.[C:47]([O-])([O-])=O.[Cs+].[Cs+]. The catalyst is CN(C=O)C. The product is [F:1][C:2]1[CH:10]=[CH:9][CH:8]=[C:7]2[C:3]=1[CH:4]=[C:5]([C:11]1[C:16](=[O:17])[N:15]([CH3:18])[N:14]=[C:13]([C:19]3[C:20]([N:39]([CH3:44])[S:40]([CH3:43])(=[O:42])=[O:41])=[CH:21][C:22]4[O:26][C:25]([C:27]5[CH:28]=[CH:29][C:30]([F:33])=[CH:31][CH:32]=5)=[C:24]([C:34]([NH:36][CH3:37])=[O:35])[C:23]=4[CH:38]=3)[CH:12]=1)[N:6]2[CH3:47]. The yield is 0.710. (3) The reactants are [F:1][C:2]1[CH:3]=[CH:4][C:5]([CH3:32])=[C:6]([CH:31]=1)[O:7][CH2:8][C:9]1[C:18]([C:19]2[CH:24]=[CH:23][C:22]([OH:25])=[CH:21][C:20]=2[O:26][CH3:27])=[CH:17][CH:16]=[C:15]2[C:10]=1[C:11]([CH3:30])=[CH:12][C:13]([CH3:29])([CH3:28])[NH:14]2.C(=O)([O-])[O-].[K+].[K+].[CH2:39](Br)[C:40]1[CH:45]=[CH:44][CH:43]=[CH:42][CH:41]=1.C(OCC)(=O)C. The catalyst is CN(C)C=O. The product is [CH2:39]([O:25][C:22]1[CH:23]=[CH:24][C:19]([C:18]2[C:9]([CH2:8][O:7][C:6]3[CH:31]=[C:2]([F:1])[CH:3]=[CH:4][C:5]=3[CH3:32])=[C:10]3[C:15](=[CH:16][CH:17]=2)[NH:14][C:13]([CH3:28])([CH3:29])[CH:12]=[C:11]3[CH3:30])=[C:20]([O:26][CH3:27])[CH:21]=1)[C:40]1[CH:45]=[CH:44][CH:43]=[CH:42][CH:41]=1. The yield is 0.190. (4) The reactants are [CH2:1]([C@H:8]1[O:12][C:11]([CH3:14])([CH3:13])[O:10][C@@H:9]1[CH2:15][C:16]1[CH:23]=[CH:22][C:19]([CH:20]=[O:21])=[CH:18][CH:17]=1)[CH2:2][CH2:3][CH2:4][CH2:5][CH2:6][CH3:7].[CH:24]([Mg]Br)=[CH2:25].[NH4+].[Cl-]. The catalyst is C1COCC1. The product is [CH2:1]([C@H:8]1[O:12][C:11]([CH3:13])([CH3:14])[O:10][C@@H:9]1[CH2:15][C:16]1[CH:23]=[CH:22][C:19]([CH:20]([OH:21])[CH:24]=[CH2:25])=[CH:18][CH:17]=1)[CH2:2][CH2:3][CH2:4][CH2:5][CH2:6][CH3:7]. The yield is 0.720. (5) The product is [OH:2][C:3]1[CH:4]=[C:5]2[C:10](=[CH:11][CH:12]=1)[N:9]=[CH:8][C:7]([C:13]([OH:15])=[O:14])=[CH:6]2. The reactants are C[O:2][C:3]1[CH:4]=[C:5]2[C:10](=[CH:11][CH:12]=1)[N:9]=[CH:8][C:7]([C:13]([OH:15])=[O:14])=[CH:6]2.B(Br)(Br)Br. The yield is 0.970. The catalyst is ClCCl.